Task: Predict the product of the given reaction.. Dataset: Forward reaction prediction with 1.9M reactions from USPTO patents (1976-2016) (1) Given the reactants [H-].[Na+].[O:3]=[C:4]1[CH2:9][CH2:8][CH2:7][CH2:6][CH:5]1[C:10]([O:12][CH2:13][CH3:14])=[O:11].[CH2:15]([Li])CCC.IC, predict the reaction product. The product is: [CH3:15][CH:9]1[CH2:8][CH2:7][CH2:6][CH:5]([C:10]([O:12][CH2:13][CH3:14])=[O:11])[C:4]1=[O:3]. (2) Given the reactants [F:1][C:2]1[CH:34]=[C:33]([F:35])[CH:32]=[CH:31][C:3]=1[O:4][C:5]1[CH:10]=[CH:9][C:8]([S:11]([CH3:14])(=[O:13])=[O:12])=[CH:7][C:6]=1[C:15]1[C:16]2[CH:25]=[C:24]([C:26](OCC)=[O:27])[NH:23][C:17]=2[C:18](=[O:22])[N:19]([CH3:21])[CH:20]=1.[H-].[Al+3].[Li+].[H-].[H-].[H-], predict the reaction product. The product is: [F:1][C:2]1[CH:34]=[C:33]([F:35])[CH:32]=[CH:31][C:3]=1[O:4][C:5]1[CH:10]=[CH:9][C:8]([S:11]([CH3:14])(=[O:12])=[O:13])=[CH:7][C:6]=1[C:15]1[C:16]2[CH:25]=[C:24]([CH2:26][OH:27])[NH:23][C:17]=2[C:18](=[O:22])[N:19]([CH3:21])[CH:20]=1.